From a dataset of Full USPTO retrosynthesis dataset with 1.9M reactions from patents (1976-2016). Predict the reactants needed to synthesize the given product. (1) Given the product [Br:12][C:13]1[CH:20]=[CH:19][C:16]([CH2:17][N:6]([CH:7]([CH3:9])[CH3:8])[C:5]2[CH:10]=[CH:11][C:2]([F:1])=[CH:3][CH:4]=2)=[CH:15][CH:14]=1, predict the reactants needed to synthesize it. The reactants are: [F:1][C:2]1[CH:11]=[CH:10][C:5]([NH:6][CH:7]([CH3:9])[CH3:8])=[CH:4][CH:3]=1.[Br:12][C:13]1[CH:20]=[CH:19][C:16]([CH:17]=O)=[CH:15][CH:14]=1.Cl.N(CC(O)=O)C.C(=O)C1C=CC=CC=1. (2) Given the product [F:15][C:6]1[C:5]2[O:4][CH2:3][CH:2]([NH:1][CH2:17][CH2:18][CH2:19][C:20]3[C:28]4[C:23](=[CH:24][CH:25]=[C:26]([O:29][CH3:30])[CH:27]=4)[NH:22][CH:21]=3)[CH2:11][C:10]=2[C:9]([C:12]([NH2:14])=[O:13])=[CH:8][CH:7]=1, predict the reactants needed to synthesize it. The reactants are: [NH2:1][CH:2]1[CH2:11][C:10]2[C:9]([C:12]([NH2:14])=[O:13])=[CH:8][CH:7]=[C:6]([F:15])[C:5]=2[O:4][CH2:3]1.Br[CH2:17][CH2:18][CH2:19][C:20]1[C:28]2[C:23](=[CH:24][CH:25]=[C:26]([O:29][CH3:30])[CH:27]=2)[NH:22][CH:21]=1.C(N(CC)C(C)C)(C)C. (3) Given the product [Cl:8][C:5]1[CH:6]=[CH:7][C:2]([NH:1][C:18]([N:20]2[CH:24]=[CH:23][N:22]=[CH:21]2)=[O:19])=[C:3]([C:9](=[O:10])[C:11]2[CH:16]=[CH:15][C:14]([Br:17])=[CH:13][CH:12]=2)[CH:4]=1, predict the reactants needed to synthesize it. The reactants are: [NH2:1][C:2]1[CH:7]=[CH:6][C:5]([Cl:8])=[CH:4][C:3]=1[C:9]([C:11]1[CH:16]=[CH:15][C:14]([Br:17])=[CH:13][CH:12]=1)=[O:10].[C:18](N1C=CN=C1)([N:20]1[CH:24]=[CH:23][N:22]=[CH:21]1)=[O:19].CCOCC.O.